This data is from Peptide-MHC class II binding affinity with 134,281 pairs from IEDB. The task is: Regression. Given a peptide amino acid sequence and an MHC pseudo amino acid sequence, predict their binding affinity value. This is MHC class II binding data. (1) The peptide sequence is GRPGNFLQSRPEPTA. The MHC is DRB1_1101 with pseudo-sequence DRB1_1101. The binding affinity (normalized) is 0.245. (2) The peptide sequence is FDLRAQGINLIIHYV. The MHC is DRB1_0405 with pseudo-sequence DRB1_0405. The binding affinity (normalized) is 0.610.